From a dataset of Forward reaction prediction with 1.9M reactions from USPTO patents (1976-2016). Predict the product of the given reaction. (1) Given the reactants BrC1C=C(C2C=CC(C(OCC)=O)=CC=2)C=CC=1[OH:8].C(C1C=C(B(O)O)C=CC=1N1CCCC1)(C)(C)C.C(=O)([O-])[O-].[K+].[K+].[C:44]([C:48]1[CH:49]=[C:50]([C:59]2[CH:60]=[C:61]([C:66]3[CH:71]=[CH:70][C:69]([C:72]([O:74][CH2:75][CH3:76])=[O:73])=[CH:68][CH:67]=3)[CH:62]=[CH:63][C:64]=2O)[CH:51]=[CH:52][C:53]=1[N:54]1[CH2:58][CH2:57][CH2:56][CH2:55]1)([CH3:47])([CH3:46])[CH3:45], predict the reaction product. The product is: [C:44]([C:48]1[CH:49]=[C:50]([C:59]2[CH:60]=[C:61]([C:66]3[CH:71]=[CH:70][C:69]([OH:8])([C:72]([O:74][CH2:75][CH3:76])=[O:73])[CH2:68][CH:67]=3)[CH:62]=[CH:63][CH:64]=2)[CH:51]=[CH:52][C:53]=1[N:54]1[CH2:58][CH2:57][CH2:56][CH2:55]1)([CH3:45])([CH3:46])[CH3:47]. (2) Given the reactants Br[C:2]1[CH:7]=[CH:6][C:5]([CH2:8][CH2:9][NH:10][C:11]([C:13]2[C:22]([OH:23])=[CH:21][C:20]3[C:15](=[CH:16][CH:17]=[CH:18][CH:19]=3)[CH:14]=2)=[O:12])=[CH:4][CH:3]=1.[C:24]1(B(O)O)[CH:29]=[CH:28][CH:27]=[CH:26][CH:25]=1.C([O-])([O-])=O.[Na+].[Na+], predict the reaction product. The product is: [C:2]1([C:24]2[CH:29]=[CH:28][CH:27]=[CH:26][CH:25]=2)[CH:7]=[CH:6][C:5]([CH2:8][CH2:9][NH:10][C:11]([C:13]2[C:22]([OH:23])=[CH:21][C:20]3[C:15](=[CH:16][CH:17]=[CH:18][CH:19]=3)[CH:14]=2)=[O:12])=[CH:4][CH:3]=1. (3) Given the reactants C1(P(=O)(C2C=CC=CC=2)C2C=CC=CC=2)C=CC=CC=1.FC(F)(F)S(OS(C(F)(F)F)(=O)=O)(=O)=O.[CH3:36][C:37]1[C:45]([NH:46][S:47]([C:50]2[S:51][CH:52]=[CH:53][CH:54]=2)(=[O:49])=[O:48])=[C:44]2[C:40]([CH:41]=[C:42]([C:55]([NH:57][CH2:58][CH2:59][S:60]C(C3C=CC=CC=3)(C3C=CC=CC=3)C3C=CC=CC=3)=O)[NH:43]2)=[CH:39][CH:38]=1.C(=O)([O-])O.[Na+], predict the reaction product. The product is: [S:60]1[CH2:59][CH2:58][N:57]=[C:55]1[C:42]1[NH:43][C:44]2[C:40]([CH:41]=1)=[CH:39][CH:38]=[C:37]([CH3:36])[C:45]=2[NH:46][S:47]([C:50]1[S:51][CH:52]=[CH:53][CH:54]=1)(=[O:49])=[O:48]. (4) Given the reactants [O:1]=[C:2]1[CH2:5][CH:4]([C:6]([OH:8])=[O:7])[CH2:3]1.[CH2:9]([C:11]1[C:19]2[C:14](=[CH:15][C:16]([F:20])=[CH:17][CH:18]=2)[N:13]([C:21](=[NH:24])[NH:22]O)[N:12]=1)[CH3:10], predict the reaction product. The product is: [CH2:9]([C:11]1[C:19]2[C:14](=[CH:15][C:16]([F:20])=[CH:17][CH:18]=2)[N:13]([C:21](=[NH:22])[NH:24][O:7][C:6]([CH:4]2[CH2:5][C:2](=[O:1])[CH2:3]2)=[O:8])[N:12]=1)[CH3:10].